From a dataset of Reaction yield outcomes from USPTO patents with 853,638 reactions. Predict the reaction yield, written as a fraction of the theoretical maximum amount of product (1.0 means a 100% yield; for example, 0.34 means a 34% yield). (1) The reactants are [F:1][C:2]1[CH:3]=[CH:4][C:5]([NH:8][NH2:9])=[N:6][CH:7]=1.[CH3:10][N:11]([CH3:20])[C:12]1([C:17](O)=[O:18])[CH2:16][CH2:15][CH2:14][CH2:13]1.C(Cl)CCl.C1C=CC2N(O)N=NC=2C=1. The catalyst is CN(C=O)C. The product is [F:1][C:2]1[CH:3]=[CH:4][C:5]([NH:8][NH:9][C:17]([C:12]2([N:11]([CH3:20])[CH3:10])[CH2:16][CH2:15][CH2:14][CH2:13]2)=[O:18])=[N:6][CH:7]=1. The yield is 0.670. (2) The reactants are Cl.[CH3:2][CH:3]([O:5][C:6]1[CH:13]=[CH:12][C:11]([C:14]2[S:15][C:16]([C:19]3[C:20]([CH3:29])=[C:21]4[C:26](=[CH:27][CH:28]=3)[CH2:25][NH:24][CH2:23][CH2:22]4)=[N:17][N:18]=2)=[CH:10][C:7]=1[C:8]#[N:9])[CH3:4].C(=O)([O-])[O-].[K+].[K+].Br[CH2:37][CH2:38][CH2:39][C:40]([O:42][CH2:43][CH3:44])=[O:41]. The catalyst is CN(C=O)C.C(OCC)(=O)C. The product is [C:8]([C:7]1[CH:10]=[C:11]([C:14]2[S:15][C:16]([C:19]3[C:20]([CH3:29])=[C:21]4[C:26](=[CH:27][CH:28]=3)[CH2:25][N:24]([CH2:37][CH2:38][CH2:39][C:40]([O:42][CH2:43][CH3:44])=[O:41])[CH2:23][CH2:22]4)=[N:17][N:18]=2)[CH:12]=[CH:13][C:6]=1[O:5][CH:3]([CH3:2])[CH3:4])#[N:9]. The yield is 0.640. (3) The catalyst is CCOC(C)=O.CO. The product is [CH3:2][O:3][C:4]1[CH:5]=[CH:6][C:7]([N:10]2[CH2:15][CH2:14][CH:13]([N:36]3[CH2:37][CH2:38][C@@H:34]([NH:33][C:18](=[O:17])[CH2:19][NH:20][C:21](=[O:32])[C:22]4[CH:27]=[CH:26][CH:25]=[C:24]([C:28]([F:29])([F:31])[F:30])[CH:23]=4)[CH2:35]3)[CH2:12][C:11]2=[O:16])=[CH:8][CH:9]=1. The yield is 0.530. The reactants are O.[CH3:2][O:3][C:4]1[CH:9]=[CH:8][C:7]([N:10]2[CH2:15][CH2:14][CH:13]=[CH:12][C:11]2=[O:16])=[CH:6][CH:5]=1.[O:17]=[C:18]([NH:33][C@@H:34]1[CH2:38][CH2:37][NH:36][CH2:35]1)[CH2:19][NH:20][C:21](=[O:32])[C:22]1[CH:27]=[CH:26][CH:25]=[C:24]([C:28]([F:31])([F:30])[F:29])[CH:23]=1.[NH4+].[OH-]. (4) The catalyst is C(OCC)(=O)C.O1CCCC1. The product is [CH2:1]([C:5]1[N:6]=[C:7]([CH3:27])[N:8]([CH2:66][C:63]2[CH:62]=[CH:61][C:60]([CH3:59])=[CH:65][N:64]=2)[C:9](=[O:26])[C:10]=1[CH2:11][C:12]1[CH:17]=[CH:16][C:15]([C:18]2[C:19]([C:24]#[N:25])=[CH:20][CH:21]=[CH:22][CH:23]=2)=[CH:14][CH:13]=1)[CH2:2][CH2:3][CH3:4]. The yield is 0.470. The reactants are [CH2:1]([C:5]1[N:6]=[C:7]([CH3:27])[NH:8][C:9](=[O:26])[C:10]=1[CH2:11][C:12]1[CH:17]=[CH:16][C:15]([C:18]2[C:19]([C:24]#[N:25])=[CH:20][CH:21]=[CH:22][CH:23]=2)=[CH:14][CH:13]=1)[CH2:2][CH2:3][CH3:4].N(C(N1CCCCC1)=O)=NC(N1CCCCC1)=O.C(P(CCCC)CCCC)CCC.[CH3:59][C:60]1[CH:61]=[CH:62][C:63]([CH2:66]O)=[N:64][CH:65]=1.